This data is from Full USPTO retrosynthesis dataset with 1.9M reactions from patents (1976-2016). The task is: Predict the reactants needed to synthesize the given product. (1) Given the product [Cl:1][C:2]1[N+:3]([O-:10])=[CH:4][C:5]([CH2:8][N:11]2[CH2:16][CH2:15][O:14][CH2:13][CH2:12]2)=[CH:6][CH:7]=1, predict the reactants needed to synthesize it. The reactants are: [Cl:1][C:2]1[CH:7]=[CH:6][C:5]([CH2:8]Cl)=[CH:4][N+:3]=1[O-:10].[NH:11]1[CH2:16][CH2:15][O:14][CH2:13][CH2:12]1.C(=O)([O-])[O-].[K+].[K+]. (2) Given the product [CH3:21][S:18]([NH:17][CH2:16][CH2:15][C:10]1[CH:11]=[C:12]2[C:7](=[CH:8][CH:9]=1)[CH:6]=[C:5]([O:4][CH2:3][CH2:2][NH:1][C:29](=[O:36])[C:30]1[CH:35]=[CH:34][CH:33]=[CH:32][CH:31]=1)[CH:14]=[CH:13]2)(=[O:20])=[O:19], predict the reactants needed to synthesize it. The reactants are: [NH2:1][CH2:2][CH2:3][O:4][C:5]1[CH:6]=[C:7]2[C:12](=[CH:13][CH:14]=1)[CH:11]=[C:10]([CH2:15][CH2:16][NH:17][S:18]([CH3:21])(=[O:20])=[O:19])[CH:9]=[CH:8]2.C(N(CC)CC)C.[C:29](Cl)(=[O:36])[C:30]1[CH:35]=[CH:34][CH:33]=[CH:32][CH:31]=1. (3) The reactants are: [N:1]12[CH2:8][CH2:7][CH:4]([CH2:5][CH2:6]1)[C@@H:3]([NH:9][C:10](=[O:18])[C:11]1[CH:16]=[CH:15][CH:14]=[C:13](Br)[CH:12]=1)[CH2:2]2.[C:19]1(B(O)O)[CH:24]=[CH:23][CH:22]=[CH:21][CH:20]=1.C(=O)([O-])[O-].[Na+].[Na+].C(O)C. Given the product [N:1]12[CH2:8][CH2:7][CH:4]([CH2:5][CH2:6]1)[C@@H:3]([NH:9][C:10](=[O:18])[C:11]1[CH:16]=[CH:15][CH:14]=[C:13]([C:19]3[CH:24]=[CH:23][CH:22]=[CH:21][CH:20]=3)[CH:12]=1)[CH2:2]2, predict the reactants needed to synthesize it. (4) Given the product [Si:5]([CH2:4][CH2:3][CH2:2][SH:1])([O:12][CH2:13][CH2:14][CH2:30][CH2:29][CH2:28][CH2:27][CH2:26][CH2:25][CH2:24][CH2:23][CH2:22][CH2:21][CH2:20][CH2:19][CH2:18][CH3:17])([O:6][CH2:7][CH2:8][CH2:30][CH2:29][CH2:28][CH2:27][CH2:26][CH2:25][CH2:24][CH2:23][CH2:22][CH2:21][CH2:20][CH2:19][CH2:18][CH3:17])[O:9][CH2:10][CH2:11][CH2:30][CH2:29][CH2:28][CH2:27][CH2:26][CH2:25][CH2:24][CH2:23][CH2:22][CH2:21][CH2:20][CH2:19][CH2:18][CH3:17], predict the reactants needed to synthesize it. The reactants are: [SH:1][CH2:2][CH2:3][CH2:4][Si:5]([O:12][CH2:13][CH3:14])([O:9][CH2:10][CH3:11])[O:6][CH2:7][CH3:8].C(O)C[CH2:17][CH2:18][CH2:19][CH2:20][CH2:21][CH2:22][CH2:23][CH2:24][CH2:25][CH2:26][CH2:27][CH2:28][CH2:29][CH3:30].